This data is from Reaction yield outcomes from USPTO patents with 853,638 reactions. The task is: Predict the reaction yield, written as a fraction of the theoretical maximum amount of product (1.0 means a 100% yield; for example, 0.34 means a 34% yield). (1) The product is [CH2:9]([O:8][C:6]1[N:5]=[C:4]([S:11][CH3:12])[N:3]=[C:2]([C:19]2[S:20][C:16]([C:13](=[O:15])[CH3:14])=[CH:17][CH:18]=2)[CH:7]=1)[CH3:10]. The yield is 0.280. The catalyst is CN(C=O)C. The reactants are Cl[C:2]1[CH:7]=[C:6]([O:8][CH2:9][CH3:10])[N:5]=[C:4]([S:11][CH3:12])[N:3]=1.[C:13]([C:16]1[S:20][C:19](B(O)O)=[CH:18][CH:17]=1)(=[O:15])[CH3:14].C(=O)([O-])[O-].O. (2) The reactants are [Cl:1][C:2]1[CH:8]=[CH:7][C:6]([N+:9]([O-:11])=[O:10])=[CH:5][C:3]=1[NH2:4].[CH3:12][C:13]1[CH:21]=[CH:20][C:16]([C:17](Cl)=[O:18])=[CH:15][CH:14]=1.C(OCC)(=O)C. The catalyst is N1C=CC=CC=1. The product is [Cl:1][C:2]1[CH:8]=[CH:7][C:6]([N+:9]([O-:11])=[O:10])=[CH:5][C:3]=1[NH:4][C:17](=[O:18])[C:16]1[CH:20]=[CH:21][C:13]([CH3:12])=[CH:14][CH:15]=1. The yield is 0.420.